This data is from Forward reaction prediction with 1.9M reactions from USPTO patents (1976-2016). The task is: Predict the product of the given reaction. (1) The product is: [F:11][C:12]1[CH:17]=[CH:16][C:15]([C:18]2[C:22]([C:23]3[CH:28]=[CH:27][N:26]=[C:25]([S:29][CH3:30])[N:24]=3)=[CH:21][N:20]([CH:8]([CH3:10])[CH3:9])[N:19]=2)=[CH:14][CH:13]=1. Given the reactants C([O-])([O-])=O.[Cs+].[Cs+].I[CH:8]([CH3:10])[CH3:9].[F:11][C:12]1[CH:17]=[CH:16][C:15]([C:18]2[C:22]([C:23]3[CH:28]=[CH:27][N:26]=[C:25]([S:29][CH3:30])[N:24]=3)=[CH:21][NH:20][N:19]=2)=[CH:14][CH:13]=1.O, predict the reaction product. (2) Given the reactants [F:1][C:2]([F:49])([F:48])[C:3]1[CH:4]=[C:5]([CH:41]=[C:42]([C:44]([F:47])([F:46])[F:45])[CH:43]=1)[CH2:6][N:7]([CH2:25][C:26]1[C:31](OS(C(F)(F)F)(=O)=O)=[CH:30][CH:29]=[C:28]([CH3:40])[N:27]=1)[C:8]1[N:13]=[CH:12][C:11]([N:14]2[CH2:19][CH2:18][CH:17]([C:20]([O:22][CH2:23][CH3:24])=[O:21])[CH2:16][CH2:15]2)=[CH:10][N:9]=1.[CH:50]([C:53]1[CH:54]=[CH:55][C:56]([O:62][CH3:63])=[C:57](B(O)O)[CH:58]=1)([CH3:52])[CH3:51].C(=O)([O-])[O-].[Cs+].[Cs+].O, predict the reaction product. The product is: [F:46][C:44]([F:45])([F:47])[C:42]1[CH:41]=[C:5]([CH:4]=[C:3]([C:2]([F:1])([F:48])[F:49])[CH:43]=1)[CH2:6][N:7]([CH2:25][C:26]1[C:31]([C:57]2[CH:58]=[C:53]([CH:50]([CH3:52])[CH3:51])[CH:54]=[CH:55][C:56]=2[O:62][CH3:63])=[CH:30][CH:29]=[C:28]([CH3:40])[N:27]=1)[C:8]1[N:9]=[CH:10][C:11]([N:14]2[CH2:19][CH2:18][CH:17]([C:20]([O:22][CH2:23][CH3:24])=[O:21])[CH2:16][CH2:15]2)=[CH:12][N:13]=1.